From a dataset of Peptide-MHC class I binding affinity with 185,985 pairs from IEDB/IMGT. Regression. Given a peptide amino acid sequence and an MHC pseudo amino acid sequence, predict their binding affinity value. This is MHC class I binding data. (1) The peptide sequence is VELGSGNSF. The MHC is HLA-B35:01 with pseudo-sequence HLA-B35:01. The binding affinity (normalized) is 0.0847. (2) The peptide sequence is LQNFCQHLV. The MHC is HLA-A24:03 with pseudo-sequence HLA-A24:03. The binding affinity (normalized) is 0.0847. (3) The peptide sequence is YVILKDPRI. The MHC is HLA-A02:01 with pseudo-sequence HLA-A02:01. The binding affinity (normalized) is 0.385. (4) The peptide sequence is RTSKTSLER. The MHC is HLA-A24:02 with pseudo-sequence HLA-A24:02. The binding affinity (normalized) is 0. (5) The peptide sequence is GSENLKSLYNT. The MHC is Mamu-A02 with pseudo-sequence Mamu-A02. The binding affinity (normalized) is 0.556.